Dataset: Peptide-MHC class I binding affinity with 185,985 pairs from IEDB/IMGT. Task: Regression. Given a peptide amino acid sequence and an MHC pseudo amino acid sequence, predict their binding affinity value. This is MHC class I binding data. (1) The peptide sequence is IPVIVADDL. The MHC is H-2-Kb with pseudo-sequence H-2-Kb. The binding affinity (normalized) is 0. (2) The peptide sequence is HLTWSHAGY. The MHC is HLA-A02:01 with pseudo-sequence HLA-A02:01. The binding affinity (normalized) is 0.0847. (3) The peptide sequence is YGLGSTPLY. The MHC is HLA-A01:01 with pseudo-sequence HLA-A01:01. The binding affinity (normalized) is 0.117. (4) The peptide sequence is RPRLHSISF. The MHC is HLA-B51:01 with pseudo-sequence HLA-B51:01. The binding affinity (normalized) is 0.0847.